From a dataset of NCI-60 drug combinations with 297,098 pairs across 59 cell lines. Regression. Given two drug SMILES strings and cell line genomic features, predict the synergy score measuring deviation from expected non-interaction effect. (1) Drug 1: CC1CCCC2(C(O2)CC(NC(=O)CC(C(C(=O)C(C1O)C)(C)C)O)C(=CC3=CSC(=N3)C)C)C. Drug 2: CC1C(C(CC(O1)OC2CC(CC3=C2C(=C4C(=C3O)C(=O)C5=C(C4=O)C(=CC=C5)OC)O)(C(=O)CO)O)N)O.Cl. Cell line: HOP-92. Synergy scores: CSS=51.7, Synergy_ZIP=-2.69, Synergy_Bliss=-2.27, Synergy_Loewe=1.99, Synergy_HSA=2.43. (2) Drug 2: N.N.Cl[Pt+2]Cl. Cell line: OVCAR-8. Synergy scores: CSS=19.0, Synergy_ZIP=-9.77, Synergy_Bliss=3.75, Synergy_Loewe=-8.34, Synergy_HSA=3.01. Drug 1: C1CC(C1)(C(=O)O)C(=O)O.[NH2-].[NH2-].[Pt+2].